Task: Predict the reaction yield, written as a fraction of the theoretical maximum amount of product (1.0 means a 100% yield; for example, 0.34 means a 34% yield).. Dataset: Reaction yield outcomes from USPTO patents with 853,638 reactions (1) The reactants are [N+:1]([C:4]1[CH:5]=[CH:6][CH:7]=[C:8]2[C:13]=1[NH:12][C:11](=[O:14])[CH:10]=[CH:9]2)([O-])=O. The catalyst is [Pd].CO. The product is [NH2:1][C:4]1[CH:5]=[CH:6][CH:7]=[C:8]2[C:13]=1[NH:12][C:11](=[O:14])[CH:10]=[CH:9]2. The yield is 0.530. (2) The reactants are [NH2:1][C:2]([C@:4]1([CH3:23])[CH2:8][CH2:7][C@H:6]([C:9]2[CH:14]=[CH:13][C:12]([OH:15])=[CH:11][CH:10]=2)[N:5]1[C:16]([O:18][C:19]([CH3:22])([CH3:21])[CH3:20])=[O:17])=[O:3].C(=O)([O-])[O-].[K+].[K+].Br[CH2:31][C:32]1[CH:37]=[CH:36][CH:35]=[CH:34][C:33]=1[F:38].C(OCC)(=O)C. The catalyst is C(#N)C.O. The product is [NH2:1][C:2]([C@:4]1([CH3:23])[CH2:8][CH2:7][C@H:6]([C:9]2[CH:14]=[CH:13][C:12]([O:15][CH2:31][C:32]3[CH:37]=[CH:36][CH:35]=[CH:34][C:33]=3[F:38])=[CH:11][CH:10]=2)[N:5]1[C:16]([O:18][C:19]([CH3:22])([CH3:21])[CH3:20])=[O:17])=[O:3]. The yield is 0.720. (3) The reactants are O[C:2]1[C:3]([NH:8][C:9](=[O:13])[O:10]CC)=[N:4][CH:5]=[CH:6][CH:7]=1.CCOC(C)=O.CCCCCC. The catalyst is C1(OC2C=CC=CC=2)C=CC=CC=1. The product is [O:13]1[C:2]2[C:3](=[N:4][CH:5]=[CH:6][CH:7]=2)[NH:8][C:9]1=[O:10]. The yield is 0.860. (4) The reactants are [F:1][C:2]1[CH:10]=[C:9]2[C:5]([C:6]([C:12]3[N:13]=[C:14]4[C:20]([C:21]([OH:23])=O)=[CH:19][N:18]([CH2:24][O:25][CH2:26][CH2:27][Si:28]([CH3:31])([CH3:30])[CH3:29])[C:15]4=[N:16][CH:17]=3)=[N:7][N:8]2[CH3:11])=[CH:4][CH:3]=1.Cl.[O:33]1[CH:37]=[CH:36][C:35]([CH:38]([NH2:40])[CH3:39])=[N:34]1.C(N(CC)C(C)C)(C)C.CN(C(ON1N=NC2C=CC=NC1=2)=[N+](C)C)C.F[P-](F)(F)(F)(F)F. The catalyst is O.CN(C=O)C. The yield is 0.950. The product is [O:33]1[CH:37]=[CH:36][C:35]([CH:38]([NH:40][C:21]([C:20]2[C:14]3[C:15](=[N:16][CH:17]=[C:12]([C:6]4[C:5]5[C:9](=[CH:10][C:2]([F:1])=[CH:3][CH:4]=5)[N:8]([CH3:11])[N:7]=4)[N:13]=3)[N:18]([CH2:24][O:25][CH2:26][CH2:27][Si:28]([CH3:30])([CH3:29])[CH3:31])[CH:19]=2)=[O:23])[CH3:39])=[N:34]1. (5) The reactants are [I:1][C:2]1[N:6]2[CH:7]=[C:8]([C:11]3[CH:21]=[CH:20][C:14]([C:15]([O:17]CC)=[O:16])=[CH:13][CH:12]=3)[N:9]=[CH:10][C:5]2=[N:4][CH:3]=1.O[Li].O. The catalyst is C1COCC1.CO.O. The product is [I:1][C:2]1[N:6]2[CH:7]=[C:8]([C:11]3[CH:12]=[CH:13][C:14]([C:15]([OH:17])=[O:16])=[CH:20][CH:21]=3)[N:9]=[CH:10][C:5]2=[N:4][CH:3]=1. The yield is 0.720. (6) The reactants are [C:1]([N:8]1[CH:12]=[CH:11]N=C1)([N:3]1[CH:7]=[CH:6]N=[CH:4]1)=[O:2].[Cl:13][C:14]1[CH:21]=[CH:20]C(CN)=[C:16]([S:22]([CH3:25])(=[O:24])=[O:23])[CH:15]=1.C(N(C(C)C)CC)(C)C.Cl.[F:36][C:37]1[CH:49]=[CH:48][C:40]([O:41][CH:42]2[CH2:47]CNCC2)=[CH:39][CH:38]=1. The catalyst is ClCCl.CO. The product is [Cl:13][C:14]1[CH:21]=[CH:20][C:11]([CH2:12][NH:8][C:1]([N:3]2[CH2:4][CH2:47][CH:42]([O:41][C:40]3[CH:39]=[CH:38][C:37]([F:36])=[CH:49][CH:48]=3)[CH2:6][CH2:7]2)=[O:2])=[C:16]([S:22]([CH3:25])(=[O:24])=[O:23])[CH:15]=1. The yield is 0.122.